This data is from Peptide-MHC class I binding affinity with 185,985 pairs from IEDB/IMGT. The task is: Regression. Given a peptide amino acid sequence and an MHC pseudo amino acid sequence, predict their binding affinity value. This is MHC class I binding data. (1) The binding affinity (normalized) is 0.0847. The peptide sequence is VLQQIFHSS. The MHC is HLA-A26:01 with pseudo-sequence HLA-A26:01. (2) The MHC is HLA-A02:01 with pseudo-sequence HLA-A02:01. The peptide sequence is FYLPNIVDY. The binding affinity (normalized) is 0.0847. (3) The peptide sequence is SMQGAVDINR. The MHC is HLA-A31:01 with pseudo-sequence HLA-A31:01. The binding affinity (normalized) is 0.516. (4) The peptide sequence is SVKEKDMTK. The MHC is HLA-B58:01 with pseudo-sequence HLA-B58:01. The binding affinity (normalized) is 0.0847. (5) The peptide sequence is VYWENEVSI. The MHC is HLA-A69:01 with pseudo-sequence HLA-A69:01. The binding affinity (normalized) is 0.0847. (6) The peptide sequence is AENLYVTVF. The MHC is HLA-B40:01 with pseudo-sequence HLA-B40:01. The binding affinity (normalized) is 0.738. (7) The peptide sequence is AKEKNATLM. The MHC is H-2-Kb with pseudo-sequence H-2-Kb. The binding affinity (normalized) is 0. (8) The peptide sequence is IFSAWISHR. The MHC is HLA-A03:01 with pseudo-sequence HLA-A03:01. The binding affinity (normalized) is 0.361.